From a dataset of Full USPTO retrosynthesis dataset with 1.9M reactions from patents (1976-2016). Predict the reactants needed to synthesize the given product. (1) Given the product [CH3:13][O:12][C:4]1[CH:5]=[C:6]([CH:7]=[CH:8][C:3]=1[O:2][CH3:1])[CH:9]=[CH:10][CH:11]=[O:19], predict the reactants needed to synthesize it. The reactants are: [CH3:1][O:2][C:3]1[CH:8]=[CH:7][C:6]([CH2:9][CH2:10][CH3:11])=[CH:5][C:4]=1[O:12][CH3:13].C(C1C(=O)C(Cl)=C(Cl)C(=[O:19])C=1C#N)#N.C(O)(=O)C. (2) Given the product [Cl:22][C:23]1[CH:24]=[C:25]([NH:26][C:19]2[C:20]3[N:12]([CH2:11][CH2:10][OH:9])[CH:13]=[CH:14][C:15]=3[N:16]=[CH:17][N:18]=2)[CH:27]=[CH:28][C:29]=1[O:30][C:31]1[CH:36]=[CH:35][CH:34]=[C:33]([C:37]([F:40])([F:39])[CH3:38])[CH:32]=1, predict the reactants needed to synthesize it. The reactants are: C([O:9][CH2:10][CH2:11][N:12]1[C:20]2[C:19](Cl)=[N:18][CH:17]=[N:16][C:15]=2[CH:14]=[CH:13]1)(=O)C1C=CC=CC=1.[Cl:22][C:23]1[CH:24]=[C:25]([CH:27]=[CH:28][C:29]=1[O:30][C:31]1[CH:36]=[CH:35][CH:34]=[C:33]([C:37]([F:40])([F:39])[CH3:38])[CH:32]=1)[NH2:26].C(O)(C)C.[OH-].[Na+]. (3) Given the product [Br:1][C:2]1[CH:7]=[C:6]([S:8]([F:13])([F:9])([F:10])([F:11])[F:12])[CH:5]=[C:4]([Cl:14])[C:3]=1[O:15][CH3:16], predict the reactants needed to synthesize it. The reactants are: [Br:1][C:2]1[CH:7]=[C:6]([S:8]([F:13])([F:12])([F:11])([F:10])[F:9])[CH:5]=[C:4]([Cl:14])[C:3]=1[OH:15].[C:16]([O-])([O-])=O.[K+].[K+].CI. (4) Given the product [Cl:10][C:11]1[N:12]=[C:13]([N:27]2[CH2:32][CH2:31][O:30][CH2:29][CH2:28]2)[C:14]2[S:19][C:18]([C:20]3[CH:25]=[CH:24][C:23]([O:30][CH2:29][CH2:28][N:27]4[CH2:1][CH2:2][O:3][CH2:4][CH2:5]4)=[N:22][CH:21]=3)=[CH:17][C:15]=2[N:16]=1, predict the reactants needed to synthesize it. The reactants are: [CH2:1](O)[CH2:2][O:3][CH2:4][CH2:5]O.[H-].[Na+].[Cl:10][C:11]1[N:12]=[C:13]([N:27]2[CH2:32][CH2:31][O:30][CH2:29][CH2:28]2)[C:14]2[S:19][C:18]([C:20]3[CH:21]=[N:22][C:23](F)=[CH:24][CH:25]=3)=[CH:17][C:15]=2[N:16]=1. (5) Given the product [O:1]=[C:2]1[CH2:11][CH2:10][C:9]2[C:4](=[CH:5][CH:6]=[C:7]([C:12]3[CH:13]=[CH:14][C:15]([C:18]([F:20])([F:19])[F:21])=[CH:16][CH:17]=3)[CH:8]=2)[N:3]1[CH2:22][C:23]1[CH:24]=[C:25]([CH:31]=[CH:32][CH:33]=1)[C:26]([OH:28])=[O:27], predict the reactants needed to synthesize it. The reactants are: [O:1]=[C:2]1[CH2:11][CH2:10][C:9]2[C:4](=[CH:5][CH:6]=[C:7]([C:12]3[CH:17]=[CH:16][C:15]([C:18]([F:21])([F:20])[F:19])=[CH:14][CH:13]=3)[CH:8]=2)[N:3]1[CH2:22][C:23]1[CH:24]=[C:25]([CH:31]=[CH:32][CH:33]=1)[C:26]([O:28]CC)=[O:27].[OH-].[K+].CO. (6) Given the product [N:32]1[C:31]2[CH2:35][CH2:36][CH2:37][CH2:38][CH2:39][CH2:40][C:30]=2[C:29]([N:27]2[C:1]([NH2:2])=[N:3][C:4]([NH:12][C:13]3[CH:14]=[CH:15][C:16]([O:19][CH2:20][CH2:21][N:22]4[CH2:23][CH2:24][CH2:25][CH2:26]4)=[CH:17][CH:18]=3)=[N:28]2)=[N:34][CH:33]=1, predict the reactants needed to synthesize it. The reactants are: [C:1]([NH:3][C:4](=[N:12][C:13]1[CH:18]=[CH:17][C:16]([O:19][CH2:20][CH2:21][N:22]2[CH2:26][CH2:25][CH2:24][CH2:23]2)=[CH:15][CH:14]=1)OC1C=CC=CC=1)#[N:2].[NH:27]([C:29]1[C:30]2[CH2:40][CH2:39][CH2:38][CH2:37][CH2:36][CH2:35][C:31]=2[N:32]=[CH:33][N:34]=1)[NH2:28].